Dataset: CYP2D6 inhibition data for predicting drug metabolism from PubChem BioAssay. Task: Regression/Classification. Given a drug SMILES string, predict its absorption, distribution, metabolism, or excretion properties. Task type varies by dataset: regression for continuous measurements (e.g., permeability, clearance, half-life) or binary classification for categorical outcomes (e.g., BBB penetration, CYP inhibition). Dataset: cyp2d6_veith. The molecule is COc1ccc2c(c1OC)C(=O)O[C@H]2[C@H]1c2c(cc3c(c2OC)OCO3)CCN1C. The result is 1 (inhibitor).